This data is from Forward reaction prediction with 1.9M reactions from USPTO patents (1976-2016). The task is: Predict the product of the given reaction. (1) Given the reactants [CH2:1]([O:3][C:4](=[O:26])[CH2:5][CH:6]1[O:10][B:9]([OH:11])[C:8]2[CH:12]=[C:13]([O:19]C3CCCCO3)[CH:14]=[C:15]([CH2:16]OC)[C:7]1=2)[CH3:2].B(Br)(Br)[Br:28].C(O)C, predict the reaction product. The product is: [CH2:1]([O:3][C:4](=[O:26])[CH2:5][CH:6]1[O:10][B:9]([OH:11])[C:8]2[CH:12]=[C:13]([OH:19])[CH:14]=[C:15]([CH2:16][Br:28])[C:7]1=2)[CH3:2]. (2) Given the reactants [Br:1][C:2]1[C:11]2[C:10]([CH3:13])([CH3:12])[CH2:9][CH:8]=[C:7]([CH:14]([CH3:16])[CH3:15])[C:6]=2[CH:5]=[C:4](/[C:17](/[CH3:30])=[C:18](/[F:29])\[CH:19]=[CH:20]\[C:21](\[CH3:28])=[CH:22]\[C:23]([O:25]CC)=[O:24])[C:3]=1[O:31][CH:32]([CH3:34])[CH3:33].[OH-].[Na+], predict the reaction product. The product is: [Br:1][C:2]1[C:11]2[C:10]([CH3:13])([CH3:12])[CH2:9][CH:8]=[C:7]([CH:14]([CH3:16])[CH3:15])[C:6]=2[CH:5]=[C:4](/[C:17](/[CH3:30])=[C:18](/[F:29])\[CH:19]=[CH:20]\[C:21](\[CH3:28])=[CH:22]\[C:23]([OH:25])=[O:24])[C:3]=1[O:31][CH:32]([CH3:34])[CH3:33]. (3) The product is: [CH3:19][C:20]([S@:23]([NH:25][C@@H:1]([C:13]1[CH:18]=[CH:17][CH:16]=[CH:15][CH:14]=1)[CH:3]1[CH2:8][CH2:7][N:6]([C:9]([O:11][CH2:12][C:13]2[CH:18]=[CH:17][CH:16]=[CH:15][CH:14]=2)=[O:10])[CH2:5][CH2:4]1)=[O:24])([CH3:22])[CH3:21]. Given the reactants [CH:1]([CH:3]1[CH2:8][CH2:7][N:6]([C:9]([O:11][CH2:12][C:13]2[CH:18]=[CH:17][CH:16]=[CH:15][CH:14]=2)=[O:10])[CH2:5][CH2:4]1)=O.[CH3:19][C:20]([S@:23]([NH2:25])=[O:24])([CH3:22])[CH3:21], predict the reaction product.